Dataset: Full USPTO retrosynthesis dataset with 1.9M reactions from patents (1976-2016). Task: Predict the reactants needed to synthesize the given product. (1) Given the product [ClH:26].[NH2:8][C@@H:9]([CH2:14][C:15]1[CH:16]=[CH:17][C:18]([O:21][CH2:22][CH2:23][CH2:24][CH3:25])=[CH:19][CH:20]=1)[C:10]([O:12][CH3:13])=[O:11], predict the reactants needed to synthesize it. The reactants are: C(OC([NH:8][C@@H:9]([CH2:14][C:15]1[CH:20]=[CH:19][C:18]([O:21][CH2:22][CH2:23][CH2:24][CH3:25])=[CH:17][CH:16]=1)[C:10]([O:12][CH3:13])=[O:11])=O)(C)(C)C.[ClH:26]. (2) Given the product [C:25]([OH:32])(=[O:31])/[CH:26]=[CH:27]/[C:28]([OH:30])=[O:29].[NH:1]1[C:9]2[C:4](=[CH:5][CH:6]=[CH:7][CH:8]=2)[C:3]([C:10]2[N:15]=[N:14][C:13]([O:16][CH:17]3[CH:22]4[CH2:23][CH2:24][N:19]([CH2:20][CH2:21]4)[CH2:18]3)=[CH:12][CH:11]=2)=[CH:2]1.[NH:1]1[C:9]2[C:4](=[CH:5][CH:6]=[CH:7][CH:8]=2)[C:3]([C:10]2[N:15]=[N:14][C:13]([O:16][CH:17]3[CH:22]4[CH2:23][CH2:24][N:19]([CH2:20][CH2:21]4)[CH2:18]3)=[CH:12][CH:11]=2)=[CH:2]1, predict the reactants needed to synthesize it. The reactants are: [NH:1]1[C:9]2[C:4](=[CH:5][CH:6]=[CH:7][CH:8]=2)[C:3]([C:10]2[N:15]=[N:14][C:13]([O:16][CH:17]3[CH:22]4[CH2:23][CH2:24][N:19]([CH2:20][CH2:21]4)[CH2:18]3)=[CH:12][CH:11]=2)=[CH:2]1.[C:25]([OH:32])(=[O:31])/[CH:26]=[CH:27]/[C:28]([OH:30])=[O:29]. (3) Given the product [OH:33][N:32]=[C:29]([C:26]1[CH:27]=[CH:28][C:23]([O:22][CH3:21])=[CH:24][CH:25]=1)[CH:30]([CH3:31])[C:35](=[O:37])[C:34]([O:41][CH2:42][CH3:43])=[O:40], predict the reactants needed to synthesize it. The reactants are: C(NC(C)C)(C)C.C([Li])CCC.[Li+].CC([N-]C(C)C)C.[CH3:21][O:22][C:23]1[CH:28]=[CH:27][C:26]([C:29](=[N:32][OH:33])[CH2:30][CH3:31])=[CH:25][CH:24]=1.[C:34]([O:41][CH2:42][CH3:43])(=[O:40])[C:35]([O:37]CC)=O. (4) Given the product [CH3:1][O:2][C:3]1[CH:4]=[CH:5][C:6]([C:9]2[S:13][C:12]([C:14]([N:64]3[CH2:69][CH2:68][CH2:67][CH2:66][C@H:65]3[C:70]([O:72][CH3:73])=[O:71])=[O:16])=[C:11]([NH:17][C:18]([NH:20][C:21]3[C:22]([CH3:29])=[CH:23][C:24]([CH3:28])=[CH:25][C:26]=3[CH3:27])=[O:19])[CH:10]=2)=[CH:7][CH:8]=1, predict the reactants needed to synthesize it. The reactants are: [CH3:1][O:2][C:3]1[CH:8]=[CH:7][C:6]([C:9]2[S:13][C:12]([C:14]([OH:16])=O)=[C:11]([NH:17][C:18]([NH:20][C:21]3[C:26]([CH3:27])=[CH:25][C:24]([CH3:28])=[CH:23][C:22]=3[CH3:29])=[O:19])[CH:10]=2)=[CH:5][CH:4]=1.CN(C(ON1N=NC2C=CC=NC1=2)=[N+](C)C)C.F[P-](F)(F)(F)(F)F.CCN(C(C)C)C(C)C.Cl.[NH:64]1[CH2:69][CH2:68][CH2:67][CH2:66][C@H:65]1[C:70]([O:72][CH3:73])=[O:71]. (5) Given the product [CH2:39]([N:27]([CH2:28][CH2:29][O:30][C:31]1[CH:36]=[CH:35][CH:34]=[CH:33][C:32]=1[O:37][CH3:38])[CH2:26][CH:25]([OH:46])[CH2:24][O:23][C:18]1[C:17]2[C:16]3[C:11](=[CH:12][CH:13]=[CH:14][CH:15]=3)[NH:10][C:22]=2[CH:21]=[CH:20][CH:19]=1)[C:40]1[CH:41]=[CH:42][CH:43]=[CH:44][CH:45]=1, predict the reactants needed to synthesize it. The reactants are: C1(S([N:10]2[C:22]3[CH:21]=[CH:20][CH:19]=[C:18]([O:23][CH2:24][CH:25]([OH:46])[CH2:26][N:27]([CH2:39][C:40]4[CH:45]=[CH:44][CH:43]=[CH:42][CH:41]=4)[CH2:28][CH2:29][O:30][C:31]4[CH:36]=[CH:35][CH:34]=[CH:33][C:32]=4[O:37][CH3:38])[C:17]=3[C:16]3[C:11]2=[CH:12][CH:13]=[CH:14][CH:15]=3)(=O)=O)C=CC=CC=1.[OH-].[Na+].